The task is: Predict the reaction yield, written as a fraction of the theoretical maximum amount of product (1.0 means a 100% yield; for example, 0.34 means a 34% yield).. This data is from Reaction yield outcomes from USPTO patents with 853,638 reactions. (1) The reactants are Cl[C:2]1[C:7]([C:8]([F:11])([F:10])[F:9])=[CH:6][N:5]=[C:4]2[NH:12][CH:13]=[C:14]([NH:15][C:16]([C:18]3[CH:23]=[N:22][CH:21]=[CH:20][N:19]=3)=[O:17])[C:3]=12.[NH:24]1[CH2:29][CH2:28][CH2:27][C@@H:26]([NH:30][C:31](=[O:37])[O:32][C:33]([CH3:36])([CH3:35])[CH3:34])[CH2:25]1. The catalyst is CCCCO. The product is [N:19]1[CH:20]=[CH:21][N:22]=[CH:23][C:18]=1[C:16]([NH:15][C:14]1[C:3]2[C:4](=[N:5][CH:6]=[C:7]([C:8]([F:11])([F:10])[F:9])[C:2]=2[N:24]2[CH2:29][CH2:28][CH2:27][C@@H:26]([NH:30][C:31](=[O:37])[O:32][C:33]([CH3:35])([CH3:34])[CH3:36])[CH2:25]2)[NH:12][CH:13]=1)=[O:17]. The yield is 0.350. (2) The reactants are [OH:1][N:2]1[C:6](=[O:7])[CH2:5][CH2:4][C:3]1=[O:8].N1C=CC=CC=1.[C:15]([O:18][CH2:19][C:20](Cl)=[O:21])(=[O:17])[CH3:16]. The catalyst is C(Cl)Cl. The product is [C:15]([O:18][CH2:19][C:20]([O:1][N:2]1[C:6](=[O:7])[CH2:5][CH2:4][C:3]1=[O:8])=[O:21])(=[O:17])[CH3:16]. The yield is 0.930.